From a dataset of Full USPTO retrosynthesis dataset with 1.9M reactions from patents (1976-2016). Predict the reactants needed to synthesize the given product. Given the product [Na+:20].[CH2:1]([O:3][C:4]([C:6]1[CH2:11][C@@H:10]([N:12]=[CH:21][C:23]2[CH:28]=[CH:27][CH:26]=[CH:25][C:24]=2[S:29]([O-:32])(=[O:31])=[O:30])[C@H:9]([OH:13])[C@H:8]([O:14][CH:15]([CH2:16][CH3:17])[CH2:18][CH3:19])[CH:7]=1)=[O:5])[CH3:2], predict the reactants needed to synthesize it. The reactants are: [CH2:1]([O:3][C:4]([C:6]1[CH2:11][C@@H:10]([NH2:12])[C@H:9]([OH:13])[C@H:8]([O:14][CH:15]([CH2:18][CH3:19])[CH2:16][CH3:17])[CH:7]=1)=[O:5])[CH3:2].[Na+:20].[CH:21]([C:23]1[CH:28]=[CH:27][CH:26]=[CH:25][C:24]=1[S:29]([O-:32])(=[O:31])=[O:30])=O.